The task is: Binary Classification. Given a miRNA mature sequence and a target amino acid sequence, predict their likelihood of interaction.. This data is from Experimentally validated miRNA-target interactions with 360,000+ pairs, plus equal number of negative samples. (1) The miRNA is mmu-miR-669f-3p with sequence CAUAUACAUACACACACACGUAU. Result: 1 (interaction). The protein sequence of the target gene is MGMLRAGLCPGLTEETVQLLRGRKIKTVADLAAADLEEVAQKCGLSYKALVALRRVLLAQFSAFPLNGADLYEELKTSTAILSTGIGSLDKLLDAGLYTGEVTEIVGGPGSGKTQVCLCVAANVAHSLQQNVLYVDSNGGMTASRLLQLLQARTQDEEKQASALQRIQVVRSFDIFRMLDMLQDLRGTIAQQEATSSGAVKVVIVDSVTAVVAPLLGGQQREGLALMMQLARELKILARDLGVAVVVTNHLTRDWDGRRFKPALGRSWSFVPSTRILLDVTEGAGTLGSSQRTVCLTKSP.... (2) The miRNA is hsa-miR-571 with sequence UGAGUUGGCCAUCUGAGUGAG. The protein sequence of the target gene is MGESIPLAAPVPVEQAVLETFFSHLGIFSYDKAKDNVEKEREANKSAGGSWLSLLAALAHLAAAEKVYHSLTYLGQKLGGQSFFSRKDSIRTIYTSLHNELKKVVTGRGALGGTAPHVEELLSHLSEQLCFFVQARMEMADFYEKMYTLSTQKFINAEELVGLLDAIMKKYSSRFHHPILSPLESSFQLEVDVLCHLLKAQAQVSEWKFLPSLVNLHSAHTKLQTWGQIFEKQRETKKHLFGGQSQKAVQPPHLFLWLMKLKNMLLAKFSFYFHEALSRQTTASEMKTLTAKANPDFFGK.... Result: 0 (no interaction). (3) The miRNA is mmu-miR-873a-5p with sequence GCAGGAACUUGUGAGUCUCCU. The protein sequence of the target gene is MEALLEGIQNRGHGGGFLTSCEAELQELMKQIDIMVAHKKSEWEGRTHALETCLKIREQELKSLRSQLDVTHKEVGMLHQQVEEHEKIKQEMTMEYKQELKKLHEELCILKRSYEKLQKKQMREFRGNTKNHREDRSEIERLTAKIEEFRQKSLDWEKQRLIYQQQVSSLEAQRKALAEQSEIIQAQLVNRKQKLESVELSSQSEIQHLSSKLERANDTICANELEIERLTMRVNDLVGTSMTVLQEQQQKEEKLRESEKLLEALQEEKRELKAALQSQENLIHEARIQKEKLQEKVKAT.... Result: 0 (no interaction). (4) Result: 1 (interaction). The miRNA is hsa-miR-581 with sequence UCUUGUGUUCUCUAGAUCAGU. The protein sequence of the target gene is MQAMDPAAADLYEEDGKDLDFYDFEPLPTLPEDEENVSLADILSLRDRGLSEQEAWAVCLECSLSMRSVAHAAIFQSLCITPDTLAFNTSGNVCFMEQLSDDPEGAFVPPEFDVTGNTFEAHIYSLGATLKAALEYVAEPTLEPRLSQDLEALLSRMQAEDPGDRPDLESIIALCEEKLQLTSSCRVCRSLSAVGRRVLSIESFGALQDVSESSWRERPAPGNAGPRRPPGDPSTDPEVLPTPEGPESETSRGPRASPTKALLSTPVRNGESHSREGLAGLVLDAERTLGELDRDALRRS.... (5) The miRNA is hsa-miR-20b-5p with sequence CAAAGUGCUCAUAGUGCAGGUAG. The protein sequence of the target gene is MAELEHLGGKRAESARMRRAEQLRRWRGSLTEQEPAERRGAGRQPLTRRGSPRVRFEDGAVFLAACSSGDTDEVRKLLARGADINTVNVDGLTALHQACIDENLDMVKFLVENRANVNQQDNEGWTPLHAAASCGYLNIAEYFINHGASVGIVNSEGEVPSDLAEEPAMKDLLLEQVKKQGVDLEQSRKEEEQQMLQDARQWLNSGKIEDVRQARSGATALHVAAAKGYSEVLRLLIQAGYELNVQDYDGWTPLHAAAHWGVKEACSILAEALCDMDIRNKLGQTPFDVADEGLVEHLEL.... Result: 1 (interaction). (6) The miRNA is hsa-miR-4524a-3p with sequence UGAGACAGGCUUAUGCUGCUAU. The protein sequence of the target gene is MARRHCFSYWLLVCWLVVTVAEGQEEVFTPPGDSQNNADATDCQIFTLTPPPAPRSPVTRAQPITKTPRCPFHFFPRRPRIHFRFPNRPFVPSRCNHRFPFQPFYWPHRYLTYRYFPRRRLQRGSSSEES. Result: 1 (interaction).